This data is from Full USPTO retrosynthesis dataset with 1.9M reactions from patents (1976-2016). The task is: Predict the reactants needed to synthesize the given product. (1) Given the product [CH3:14][CH:12]1[CH2:13][NH:8][CH:9]([C:15]([OH:18])([CH3:17])[CH3:16])[CH2:10][O:11]1, predict the reactants needed to synthesize it. The reactants are: C([N:8]1[CH2:13][CH:12]([CH3:14])[O:11][CH2:10][CH:9]1[C:15]([OH:18])([CH3:17])[CH3:16])C1C=CC=CC=1. (2) Given the product [Cl:1][C:2]1[CH:7]=[CH:6][C:5]([O:8][C:11]2[CH:16]=[CH:15][C:14]([N+:17]([O-:19])=[O:18])=[CH:13][CH:12]=2)=[C:4]([F:9])[CH:3]=1, predict the reactants needed to synthesize it. The reactants are: [Cl:1][C:2]1[CH:7]=[CH:6][C:5]([OH:8])=[C:4]([F:9])[CH:3]=1.F[C:11]1[CH:16]=[CH:15][C:14]([N+:17]([O-:19])=[O:18])=[CH:13][CH:12]=1.C(=O)([O-])[O-].[Na+].[Na+].O.